This data is from Forward reaction prediction with 1.9M reactions from USPTO patents (1976-2016). The task is: Predict the product of the given reaction. (1) Given the reactants CS[C:3]1[CH:4]=[C:5]2[C:15]3[C:10](=[N:11][CH:12]=[CH:13][CH:14]=3)[NH:9][C:6]2=[CH:7][N:8]=1.[F:16][C:17]1[CH:18]=[C:19](B(O)O)[CH:20]=[N:21][CH:22]=1.CN(C=O)C, predict the reaction product. The product is: [F:16][C:17]1[CH:18]=[C:19]([C:3]2[CH:4]=[C:5]3[C:15]4[C:10](=[N:11][CH:12]=[CH:13][CH:14]=4)[NH:9][C:6]3=[CH:7][N:8]=2)[CH:20]=[N:21][CH:22]=1. (2) Given the reactants [CH2:1]([C:3]1[CH:4]=[C:5]([CH:8]=[CH:9][C:10]=1[O:11][CH3:12])[C:6]#[N:7])[CH3:2].[ClH:13], predict the reaction product. The product is: [CH2:1]([C:3]1[CH:4]=[C:5]([CH:8]=[CH:9][C:10]=1[O:11][CH3:12])[CH2:6][NH2:7])[CH3:2].[ClH:13]. (3) Given the reactants C([O:5][C:6]([N:8]1[CH2:13][C@@H:12]2[CH2:14][C@H:9]1[CH2:10][NH:11]2)=O)(C)(C)C.C[Si]([N:19]=C=O)(C)C.C(Cl)[Cl:23], predict the reaction product. The product is: [ClH:23].[C@H:9]12[CH2:14][C@H:12]([NH:11][CH2:10]1)[CH2:13][N:8]2[C:6]([NH2:19])=[O:5]. (4) Given the reactants Br[CH2:2][C:3]1[CH:8]=[CH:7][C:6]([C:9](=[O:27])[CH2:10][N:11]2[CH:16]=[CH:15][C:14]([O:17][CH2:18][C:19]3[CH:24]=[CH:23][C:22]([Br:25])=[CH:21][N:20]=3)=[CH:13][C:12]2=[O:26])=[C:5]([CH3:28])[CH:4]=1.[CH3:29][NH:30][CH3:31], predict the reaction product. The product is: [Br:25][C:22]1[CH:23]=[CH:24][C:19]([CH2:18][O:17][C:14]2[CH:15]=[CH:16][N:11]([CH2:10][C:9]([C:6]3[CH:7]=[CH:8][C:3]([CH2:2][N:30]([CH3:31])[CH3:29])=[CH:4][C:5]=3[CH3:28])=[O:27])[C:12](=[O:26])[CH:13]=2)=[N:20][CH:21]=1. (5) Given the reactants [Cl:1][C:2]1[CH:7]=[CH:6][C:5]([N:8]2[CH2:13][CH2:12][N:11]([C:14](=[O:26])[CH2:15][N:16]3[C:20]4=[N:21][CH:22]=[CH:23][CH:24]=[C:19]4[C:18](I)=[N:17]3)[CH2:10][CH2:9]2)=[CH:4][C:3]=1[O:27][CH3:28].[NH:29]1[CH2:34][CH2:33][O:32][CH2:31][CH2:30]1.CC1(C)C2C(=C(P(C3C=CC=CC=3)C3C=CC=CC=3)C=CC=2)OC2C(P(C3C=CC=CC=3)C3C=CC=CC=3)=CC=CC1=2.C([O-])([O-])=O.[Cs+].[Cs+], predict the reaction product. The product is: [Cl:1][C:2]1[CH:7]=[CH:6][C:5]([N:8]2[CH2:13][CH2:12][N:11]([C:14](=[O:26])[CH2:15][N:16]3[C:20]4=[N:21][CH:22]=[CH:23][CH:24]=[C:19]4[C:18]([N:29]4[CH2:34][CH2:33][O:32][CH2:31][CH2:30]4)=[N:17]3)[CH2:10][CH2:9]2)=[CH:4][C:3]=1[O:27][CH3:28]. (6) Given the reactants [C:1]([C:3]1[CH:4]=[C:5]([C:9]2[CH2:14][CH2:13][N:12]([C:15]([O:17][C:18]([CH3:21])([CH3:20])[CH3:19])=[O:16])[CH2:11][CH:10]=2)[CH:6]=[CH:7][CH:8]=1)#[N:2], predict the reaction product. The product is: [NH2:2][CH2:1][C:3]1[CH:4]=[C:5]([CH:9]2[CH2:14][CH2:13][N:12]([C:15]([O:17][C:18]([CH3:21])([CH3:20])[CH3:19])=[O:16])[CH2:11][CH2:10]2)[CH:6]=[CH:7][CH:8]=1. (7) Given the reactants C([O:8][C:9]1[C:10]([F:24])=[C:11]([C:15]2(O)[CH2:20][CH2:19][N:18]([CH2:21][CH3:22])[CH2:17][CH2:16]2)[CH:12]=[CH:13][CH:14]=1)C1C=CC=CC=1.FC(F)(F)C(O)=O, predict the reaction product. The product is: [CH2:21]([N:18]1[CH2:17][CH:16]=[C:15]([C:11]2[C:10]([F:24])=[C:9]([OH:8])[CH:14]=[CH:13][CH:12]=2)[CH2:20][CH2:19]1)[CH3:22]. (8) The product is: [N+:24]([C:16]1[CH:17]=[CH:18][C:13]2[CH2:12][CH2:11][NH:10][CH2:9][CH2:8][C:14]=2[CH:15]=1)([O-:26])=[O:25]. Given the reactants FC(F)(F)C(O)=O.[CH2:8]1[C:14]2[CH:15]=[CH:16][CH:17]=[CH:18][C:13]=2[CH2:12][CH2:11][NH:10][CH2:9]1.S(=O)(=O)(O)O.[N+:24]([O-])([OH:26])=[O:25], predict the reaction product. (9) Given the reactants CC1(C)OB([C:7]2[CH:12]=[CH:11][C:10]([C:13]([N:15]3[CH2:20][CH2:19][N:18]([C:21]([O:23][C:24]([CH3:27])([CH3:26])[CH3:25])=[O:22])[CH2:17][CH2:16]3)=[O:14])=[CH:9][CH:8]=2)OC1(C)C.Br[C:32]1[CH:41]=[CH:40][C:35]2[N:36]([CH3:39])[CH:37]=[N:38][C:34]=2[CH:33]=1.C(=O)([O-])[O-].[Na+].[Na+].C1(C)C=CC=CC=1, predict the reaction product. The product is: [CH3:39][N:36]1[C:35]2[CH:40]=[CH:41][C:32]([C:7]3[CH:12]=[CH:11][C:10]([C:13]([N:15]4[CH2:16][CH2:17][N:18]([C:21]([O:23][C:24]([CH3:25])([CH3:27])[CH3:26])=[O:22])[CH2:19][CH2:20]4)=[O:14])=[CH:9][CH:8]=3)=[CH:33][C:34]=2[N:38]=[CH:37]1.